From a dataset of Full USPTO retrosynthesis dataset with 1.9M reactions from patents (1976-2016). Predict the reactants needed to synthesize the given product. (1) Given the product [NH2:25][C:23](=[O:24])[CH:22]([NH:21][C:18]([C:8]1[CH:7]=[C:6]([O:5][CH2:4][CH:1]2[CH2:2][CH2:3]2)[C:11]([N:12]2[CH2:13][C:14]([F:16])([F:17])[CH2:15]2)=[CH:10][N:9]=1)=[O:20])[C:26]([CH3:29])([CH3:28])[CH3:27], predict the reactants needed to synthesize it. The reactants are: [CH:1]1([CH2:4][O:5][C:6]2[C:11]([N:12]3[CH2:15][C:14]([F:17])([F:16])[CH2:13]3)=[CH:10][N:9]=[C:8]([C:18]([OH:20])=O)[CH:7]=2)[CH2:3][CH2:2]1.[NH2:21][CH:22]([C:26]([CH3:29])([CH3:28])[CH3:27])[C:23]([NH2:25])=[O:24].Cl. (2) Given the product [ClH:60].[ClH:60].[CH3:40][N:39]([CH2:38][CH2:37][N:29]([CH2:28][CH2:27][CH2:26][O:25][C:21]1[CH:20]=[C:19]2[C:24](=[CH:23][CH:22]=1)[N:15]([CH3:14])[C:16](=[O:41])[CH:17]=[CH:18]2)[CH2:30][C:31]1[CH:36]=[CH:35][N:34]=[CH:33][CH:32]=1)[C:51]([C:47]1[C:46]2[O:42][CH2:43][CH2:44][C:45]=2[CH:50]=[CH:49][CH:48]=1)=[O:52], predict the reactants needed to synthesize it. The reactants are: N=C=N.ON1C2C=CC=CC=2N=N1.[CH3:14][N:15]1[C:24]2[C:19](=[CH:20][C:21]([O:25][CH2:26][CH2:27][CH2:28][N:29]([CH2:37][CH2:38][NH:39][CH3:40])[CH2:30][C:31]3[CH:36]=[CH:35][N:34]=[CH:33][CH:32]=3)=[CH:22][CH:23]=2)[CH:18]=[CH:17][C:16]1=[O:41].[O:42]1[C:46]2[C:47]([C:51](O)=[O:52])=[CH:48][CH:49]=[CH:50][C:45]=2[CH2:44][CH2:43]1.C(OC(=O)C)C.[ClH:60]. (3) Given the product [Cl:1][C:2]1[N:3]=[C:4]([N:22]2[CH2:23][CH2:24][N:19]([CH3:18])[CH2:20][CH2:21]2)[C:5]2[S:10][CH:9]=[CH:8][C:6]=2[N:7]=1, predict the reactants needed to synthesize it. The reactants are: [Cl:1][C:2]1[N:3]=[C:4](Cl)[C:5]2[S:10][CH:9]=[CH:8][C:6]=2[N:7]=1.C([O-])([O-])=O.[K+].[K+].[CH3:18][N:19]1[CH2:24][CH2:23][NH:22][CH2:21][CH2:20]1. (4) Given the product [Cl:13][C:9]1[CH:8]=[C:7]([CH:12]=[CH:11][CH:10]=1)[CH2:6][C:2]1[S:30][C:29]([NH:28][C:18]2[CH:19]=[CH:20][C:21]([N:22]3[CH:26]=[C:25]([CH3:27])[N:24]=[CH:23]3)=[C:16]([CH:17]=2)[C:14]#[N:15])=[N:31][C:3]=1[CH3:4], predict the reactants needed to synthesize it. The reactants are: Cl[CH:2]([CH2:6][C:7]1[CH:12]=[CH:11][CH:10]=[C:9]([Cl:13])[CH:8]=1)[C:3](=O)[CH3:4].[C:14]([C:16]1[CH:17]=[C:18]([NH:28][C:29]([NH2:31])=[S:30])[CH:19]=[CH:20][C:21]=1[N:22]1[CH:26]=[C:25]([CH3:27])[N:24]=[CH:23]1)#[N:15].